From a dataset of Catalyst prediction with 721,799 reactions and 888 catalyst types from USPTO. Predict which catalyst facilitates the given reaction. (1) Reactant: [CH3:1][O:2][C:3]1[CH:4]=[C:5]2[C:10](=[CH:11][C:12]=1[O:13][CH3:14])[N:9]=[CH:8][CH:7]=[C:6]2[O:15][C:16]1[C:22]([CH3:23])=[CH:21][C:19]([NH2:20])=[C:18]([CH3:24])[CH:17]=1.C(N(CC)CC)C.ClC(Cl)(O[C:36](=[O:42])OC(Cl)(Cl)Cl)Cl.[CH2:44]([N:48]([CH2:52][CH2:53][CH2:54][CH3:55])[CH2:49][CH2:50][NH2:51])[CH2:45][CH2:46][CH3:47]. Product: [CH2:44]([N:48]([CH2:52][CH2:53][CH2:54][CH3:55])[CH2:49][CH2:50][NH:51][C:36]([NH:20][C:19]1[CH:21]=[C:22]([CH3:23])[C:16]([O:15][C:6]2[C:5]3[C:10](=[CH:11][C:12]([O:13][CH3:14])=[C:3]([O:2][CH3:1])[CH:4]=3)[N:9]=[CH:8][CH:7]=2)=[CH:17][C:18]=1[CH3:24])=[O:42])[CH2:45][CH2:46][CH3:47]. The catalyst class is: 146. (2) Reactant: [H-].[Na+].[OH:3][CH2:4][CH:5]1[CH2:7][CH:6]1[C:8]([O:10][CH2:11][CH3:12])=[O:9].CI.[CH2:15](Br)C=C.C(Cl)C1C=CC=CC=1. The catalyst class is: 1. Product: [CH3:15][O:3][CH2:4][CH:5]1[CH2:7][CH:6]1[C:8]([O:10][CH2:11][CH3:12])=[O:9]. (3) Reactant: [CH3:1][O:2][C:3]([CH:5]1[CH2:9][C:8](=[O:10])[CH:7]=[C:6]1[C:11]([O:13][CH3:14])=[O:12])=[O:4].[BH4-].[Na+]. Product: [CH3:14][O:13][C:11]([CH:6]1[CH2:7][CH:8]([OH:10])[CH:9]=[C:5]1[C:3]([O:2][CH3:1])=[O:4])=[O:12]. The catalyst class is: 5. (4) Reactant: [CH3:1][C:2]1=[CH:3][CH2:4][CH2:5][C@@:6]2([CH3:18])[O:8][C@H:7]2[C@H:9]2[O:17][C:15](=[O:16])[C:13](=[CH2:14])[C@@H:10]2[CH2:11][CH2:12]1.[I:19][C:20]1[NH:21][CH:22]=[CH:23][N:24]=1. Product: [I:19][C:20]1[NH:21][CH:22]=[CH:23][N:24]=1.[CH3:1][C:2]1=[CH:3][CH2:4][CH2:5][C@@:6]2([CH3:18])[O:8][C@H:7]2[C@H:9]2[O:17][C:15](=[O:16])[C:13](=[CH2:14])[C@@H:10]2[CH2:11][CH2:12]1. The catalyst class is: 5. (5) Reactant: [C:1]([O:5][C:6]([N:8]1[CH2:12][C@H:11]([C:13]2[CH:18]=[CH:17][CH:16]=[C:15]([F:19])[CH:14]=2)[C@H:10]([CH:20]([N:23]2[CH2:28][CH2:27][CH:26]([C:29]3[N:33]([CH2:34][CH3:35])[N:32]=[C:31]([CH2:36][C:37]4[CH:42]=[CH:41][CH:40]=[CH:39][CH:38]=4)[CH:30]=3)[CH2:25][CH2:24]2)[C:21]#N)[CH2:9]1)=[O:7])([CH3:4])([CH3:3])[CH3:2].C[Mg]Br. Product: [C:1]([O:5][C:6]([N:8]1[CH2:12][C@H:11]([C:13]2[CH:18]=[CH:17][CH:16]=[C:15]([F:19])[CH:14]=2)[C@H:10]([C@@H:20]([N:23]2[CH2:28][CH2:27][CH:26]([C:29]3[N:33]([CH2:34][CH3:35])[N:32]=[C:31]([CH2:36][C:37]4[CH:38]=[CH:39][CH:40]=[CH:41][CH:42]=4)[CH:30]=3)[CH2:25][CH2:24]2)[CH3:21])[CH2:9]1)=[O:7])([CH3:3])([CH3:4])[CH3:2]. The catalyst class is: 182. (6) Reactant: [NH:1]1[CH:5]=[CH:4][N:3]=[C:2]1[C:6]1[N:11]=[CH:10][C:9]([C:12]2[CH:13]=[CH:14][C:15]3[O:21][CH2:20][CH2:19][NH:18][CH2:17][C:16]=3[CH:22]=2)=[CH:8][CH:7]=1.C(N(C(C)C)CC)(C)C.[C:32](Cl)([Cl:34])=[O:33]. Product: [NH:1]1[CH:5]=[CH:4][N:3]=[C:2]1[C:6]1[N:11]=[CH:10][C:9]([C:12]2[CH:13]=[CH:14][C:15]3[O:21][CH2:20][CH2:19][N:18]([C:32]([Cl:34])=[O:33])[CH2:17][C:16]=3[CH:22]=2)=[CH:8][CH:7]=1. The catalyst class is: 426. (7) Reactant: [Cl:1][C:2]1[C:3]([C:14]2[N:18]([CH3:19])[C:17]3[CH:20]=[CH:21][CH:22]=[CH:23][C:16]=3[N:15]=2)=[CH:4][C:5]([N:8]2[CH2:13][CH2:12][NH:11][CH2:10][CH2:9]2)=[N:6][CH:7]=1.CCN(C(C)C)C(C)C.[CH3:33][S:34](Cl)(=[O:36])=[O:35]. Product: [Cl:1][C:2]1[C:3]([C:14]2[N:18]([CH3:19])[C:17]3[CH:20]=[CH:21][CH:22]=[CH:23][C:16]=3[N:15]=2)=[CH:4][C:5]([N:8]2[CH2:9][CH2:10][N:11]([S:34]([CH3:33])(=[O:36])=[O:35])[CH2:12][CH2:13]2)=[N:6][CH:7]=1. The catalyst class is: 2. (8) Reactant: Cl.[CH2:2]([O:4][C:5]1[C:6]([F:18])=[C:7]2[C:11](=[CH:12][C:13]=1[O:14][CH2:15][CH3:16])[C:10]([NH2:17])=[N:9][CH2:8]2)[CH3:3].[OH-].[Na+]. Product: [CH2:2]([O:4][C:5]1[C:6]([F:18])=[C:7]2[C:11](=[CH:12][C:13]=1[O:14][CH2:15][CH3:16])[C:10]([NH2:17])=[N:9][CH2:8]2)[CH3:3]. The catalyst class is: 6. (9) Reactant: [Cl:1][CH2:2][C:3]1[N:7]([C:8]2[CH:13]=[CH:12][CH:11]=[C:10]([C:14]([F:17])([F:16])[F:15])[CH:9]=2)[N:6]=[N:5][N:4]=1.[NH:18]1[CH2:22][CH2:21][CH:20]([C:23]#[N:24])[CH2:19]1.C(N(CC)CC)C. Product: [ClH:1].[F:15][C:14]([F:17])([F:16])[C:10]1[CH:9]=[C:8]([N:7]2[C:3]([CH2:2][N:18]3[CH2:22][CH2:21][CH:20]([C:23]#[N:24])[CH2:19]3)=[N:4][N:5]=[N:6]2)[CH:13]=[CH:12][CH:11]=1. The catalyst class is: 10.